From a dataset of CYP3A4 inhibition data for predicting drug metabolism from PubChem BioAssay. Regression/Classification. Given a drug SMILES string, predict its absorption, distribution, metabolism, or excretion properties. Task type varies by dataset: regression for continuous measurements (e.g., permeability, clearance, half-life) or binary classification for categorical outcomes (e.g., BBB penetration, CYP inhibition). Dataset: cyp3a4_veith. (1) The drug is O=C1CSC2(CCN(CCCN3c4ccccc4Sc4ccc(Cl)cc43)CC2)N1. The result is 0 (non-inhibitor). (2) The result is 1 (inhibitor). The molecule is Cc1sc2c(c1C)C(c1ccc(C(C)(C)C)cc1)=NCC(=O)N2CC(=O)Nc1nccs1. (3) The molecule is O=S(=O)(O)c1cc(O)c2c(O)c(N=Nc3cccc4ccccc34)c(S(=O)(=O)O)cc2c1. The result is 0 (non-inhibitor).